From a dataset of Rat liver microsome stability data. Regression/Classification. Given a drug SMILES string, predict its absorption, distribution, metabolism, or excretion properties. Task type varies by dataset: regression for continuous measurements (e.g., permeability, clearance, half-life) or binary classification for categorical outcomes (e.g., BBB penetration, CYP inhibition). Dataset: rlm. The compound is Cc1c(Nc2c(C#N)cncc2C=Cc2ccc(S(=O)(=O)N3CCCCC3)cc2)ccc2[nH]ccc12. The result is 1 (stable in rat liver microsomes).